This data is from Reaction yield outcomes from USPTO patents with 853,638 reactions. The task is: Predict the reaction yield, written as a fraction of the theoretical maximum amount of product (1.0 means a 100% yield; for example, 0.34 means a 34% yield). (1) The reactants are [CH2:1]([C:8]1[CH:13]=[C:12]([CH3:14])[N:11]=[C:10](Cl)[N:9]=1)[C:2]1[CH:7]=[CH:6][CH:5]=[CH:4][CH:3]=1.[F:16][C:17]1[CH:18]=[C:19]([NH2:29])[CH:20]=[CH:21][C:22]=1[N:23]1[CH:27]=[C:26]([CH3:28])[N:25]=[CH:24]1. The catalyst is ClCCl. The product is [CH2:1]([C:8]1[CH:13]=[C:12]([CH3:14])[N:11]=[C:10]([NH:29][C:19]2[CH:20]=[CH:21][C:22]([N:23]3[CH:27]=[C:26]([CH3:28])[N:25]=[CH:24]3)=[C:17]([F:16])[CH:18]=2)[N:9]=1)[C:2]1[CH:7]=[CH:6][CH:5]=[CH:4][CH:3]=1. The yield is 0.860. (2) The reactants are [CH3:1][O:2][C:3]([C@@H:5]1[CH2:7][C@H:6]1[C:8]([OH:10])=O)=[O:4].[B-](F)(F)(F)F.CCOC(C(C#N)=NOC(N(C)C)=[N+](C)C)=O.CN1CCOCC1.[CH3:40][C@H:41]1[CH2:46][CH2:45][C@H:44]([NH2:47])[CH2:43][CH2:42]1. The catalyst is CN(C=O)C. The product is [CH3:1][O:2][C:3]([C@@H:5]1[CH2:7][C@H:6]1[C:8](=[O:10])[NH:47][CH:44]1[CH2:45][CH2:46][CH:41]([CH3:40])[CH2:42][CH2:43]1)=[O:4]. The yield is 0.950. (3) The reactants are Br[C:2]1[C:3]([O:13][CH3:14])=[C:4]([CH:10]([OH:12])[CH3:11])[CH:5]=[C:6]([Cl:9])[C:7]=1[CH3:8].CC1(C)C(C)(C)OB([C:23]2[CH:24]=[CH:25][C:26]([C:29]#[N:30])=[N:27][CH:28]=2)O1.C(=O)([O-])[O-].[Na+].[Na+].ClCCl. The catalyst is C(#N)C.C1C=CC(P(C2C=CC=CC=2)[C-]2C=CC=C2)=CC=1.C1C=CC(P(C2C=CC=CC=2)[C-]2C=CC=C2)=CC=1.Cl[Pd]Cl.[Fe+2].O. The product is [Cl:9][C:6]1[C:7]([CH3:8])=[C:2]([C:23]2[CH:24]=[CH:25][C:26]([C:29]#[N:30])=[N:27][CH:28]=2)[C:3]([O:13][CH3:14])=[C:4]([CH:10]([OH:12])[CH3:11])[CH:5]=1. The yield is 0.700. (4) The reactants are C([Li])CCC.CC1(C)CCCC(C)(C)N1.[Cl:16][C:17]1[CH:18]=[CH:19][C:20](F)=[N:21][CH:22]=1.[Br:24][C:25]1[CH:30]=[CH:29][C:28]([OH:31])=[CH:27][C:26]=1[F:32].[C:33](=O)([O-])[O-:34].[K+].[K+].CS(O)(=O)=O.O=P12OP3(OP(OP(O3)(O1)=O)(=O)O2)=O. The catalyst is C1COCC1.CCOC(C)=O.CO. The product is [Br:24][C:25]1[CH:30]=[C:29]2[C:28](=[CH:27][C:26]=1[F:32])[O:31][C:20]1=[N:21][CH:22]=[C:17]([Cl:16])[CH:18]=[C:19]1[C:33]2=[O:34]. The yield is 0.430. (5) The reactants are C[O:2][C:3](=[O:44])[C@@H:4]([NH:18][C:19](=[O:43])[C:20]1[CH:25]=[C:24]([Br:26])[CH:23]=[CH:22][C:21]=1[O:27][CH2:28][C:29]1[CH:34]=[CH:33][C:32]([O:35][CH2:36][C:37]2[CH:42]=[CH:41][CH:40]=[CH:39][CH:38]=2)=[CH:31][CH:30]=1)[CH2:5][C:6]1[CH:11]=[CH:10][C:9]([C:12]2[CH:17]=[CH:16][CH:15]=[CH:14][CH:13]=2)=[CH:8][CH:7]=1.[Li+].[OH-]. The catalyst is C1COCC1.CO. The product is [CH2:36]([O:35][C:32]1[CH:31]=[CH:30][C:29]([CH2:28][O:27][C:21]2[CH:22]=[CH:23][C:24]([Br:26])=[CH:25][C:20]=2[C:19]([NH:18][C@@H:4]([CH2:5][C:6]2[CH:11]=[CH:10][C:9]([C:12]3[CH:13]=[CH:14][CH:15]=[CH:16][CH:17]=3)=[CH:8][CH:7]=2)[C:3]([OH:44])=[O:2])=[O:43])=[CH:34][CH:33]=1)[C:37]1[CH:38]=[CH:39][CH:40]=[CH:41][CH:42]=1. The yield is 0.600. (6) The reactants are [C:1]([C:3]1[N:8]=[C:7]([C:9]([NH:11][C@H:12]([C:14]2[CH:19]=[CH:18][C:17]([F:20])=[C:16]([F:21])[CH:15]=2)[CH3:13])=[O:10])[C:6](F)=[N:5][CH:4]=1)#[N:2].[Br:23][C:24]1[CH:29]=[CH:28][C:27]([C@H:30]([NH2:32])[CH3:31])=[CH:26][CH:25]=1.CCN(CC)CC. The catalyst is C1COCC1. The product is [Br:23][C:24]1[CH:29]=[CH:28][C:27]([C@H:30]([NH:32][C:6]2[C:7]([C:9]([NH:11][C@H:12]([C:14]3[CH:19]=[CH:18][C:17]([F:20])=[C:16]([F:21])[CH:15]=3)[CH3:13])=[O:10])=[N:8][C:3]([C:1]#[N:2])=[CH:4][N:5]=2)[CH3:31])=[CH:26][CH:25]=1. The yield is 0.770. (7) The reactants are C([N:8]1[C:12]([NH:13][CH:14]2[CH2:19][CH2:18][O:17][CH2:16][CH2:15]2)=[CH:11][N:10]=[N:9]1)C1C=CC=CC=1.C([O-])=O.[NH4+].C(O)(=O)C. The catalyst is [C].[Pd].CO. The product is [O:17]1[CH2:18][CH2:19][CH:14]([NH:13][C:12]2[NH:8][N:9]=[N:10][CH:11]=2)[CH2:15][CH2:16]1. The yield is 0.730. (8) The reactants are CC(C)([O-])C.[K+].[C:7]([O:18][C:19]([CH3:22])([CH3:21])[CH3:20])(=[O:17])[CH2:8][CH2:9][C:10]([O:12]C(C)(C)C)=[O:11].[CH2:23]([N:30]1[C:34]([CH:35]=O)=[CH:33][N:32]=[C:31]1[CH2:37][CH3:38])[C:24]1[CH:29]=[CH:28][CH:27]=[CH:26][CH:25]=1. The catalyst is C(O)(C)(C)C. The product is [CH2:23]([N:30]1[C:34](/[CH:35]=[C:8](/[C:7]([O:18][C:19]([CH3:20])([CH3:21])[CH3:22])=[O:17])\[CH2:9][C:10]([OH:12])=[O:11])=[CH:33][N:32]=[C:31]1[CH2:37][CH3:38])[C:24]1[CH:25]=[CH:26][CH:27]=[CH:28][CH:29]=1. The yield is 0.340.